This data is from Catalyst prediction with 721,799 reactions and 888 catalyst types from USPTO. The task is: Predict which catalyst facilitates the given reaction. (1) Reactant: [C:1]1([C:7]2[S:8][CH:9]=[C:10]([CH:12]=[C:13]3[C:21]4[C:16](=[CH:17][CH:18]=[CH:19][CH:20]=4)[C:15](=O)[O:14]3)[N:11]=2)[CH:6]=[CH:5][CH:4]=[CH:3][CH:2]=1.O.[NH2:24][NH2:25]. Product: [C:1]1([C:7]2[S:8][CH:9]=[C:10]([CH2:12][C:13]3[C:21]4[C:16](=[CH:17][CH:18]=[CH:19][CH:20]=4)[C:15](=[O:14])[NH:25][N:24]=3)[N:11]=2)[CH:6]=[CH:5][CH:4]=[CH:3][CH:2]=1. The catalyst class is: 6. (2) Reactant: C(OC(=O)[NH:7][CH2:8][C:9]1[CH:14]=[CH:13][CH:12]=[C:11]([C:15]2[NH:39][C:18]3=[N:19][CH:20]=[C:21]([Br:38])[C:22]([N:23]4[CH2:28][CH2:27][N:26]([CH2:29][C:30](=[O:37])[NH:31][C:32]5[S:33][CH:34]=[CH:35][N:36]=5)[CH2:25][CH2:24]4)=[C:17]3[N:16]=2)[CH:10]=1)(C)(C)C.FC(F)(F)C(O)=O. Product: [NH2:7][CH2:8][C:9]1[CH:10]=[C:11]([C:15]2[NH:39][C:18]3=[N:19][CH:20]=[C:21]([Br:38])[C:22]([N:23]4[CH2:24][CH2:25][N:26]([CH2:29][C:30]([NH:31][C:32]5[S:33][CH:34]=[CH:35][N:36]=5)=[O:37])[CH2:27][CH2:28]4)=[C:17]3[N:16]=2)[CH:12]=[CH:13][CH:14]=1. The catalyst class is: 4. (3) Reactant: [CH3:1][O:2][C:3]1[CH:11]=[C:10]([O:12][CH3:13])[C:9]([O:14][CH3:15])=[CH:8][C:4]=1[C:5](O)=[O:6].[C:5](O)(=[O:6])[C:4]1[C:3](=[CH:11][C:10](=[C:9]([CH:8]=1)[O:14][CH3:15])[O:12][CH3:13])[O:2][CH3:1].C1(C)C=CC=CC=1.S(Cl)([Cl:40])=O. Product: [C:5]([Cl:40])(=[O:6])[C:4]1[C:3](=[CH:11][C:10](=[C:9]([CH:8]=1)[O:14][CH3:15])[O:12][CH3:13])[O:2][CH3:1]. The catalyst class is: 81. (4) Reactant: [NH2:1][C:2]1[N:7]=[C:6]([C:8]2[O:9][CH:10]=[CH:11][CH:12]=2)[C:5]([C:13]#[N:14])=[C:4](S(C)=O)[N:3]=1.[OH:18][CH2:19][C:20]1[N:25]=[CH:24][C:23]([O:26][C:27](=[O:31])[N:28]([CH3:30])[CH3:29])=[CH:22][CH:21]=1.C1CCN2C(=NCCC2)CC1. The catalyst class is: 57. Product: [NH2:1][C:2]1[N:3]=[C:4]([O:18][CH2:19][C:20]2[N:25]=[CH:24][C:23]([O:26][C:27](=[O:31])[N:28]([CH3:29])[CH3:30])=[CH:22][CH:21]=2)[C:5]([C:13]#[N:14])=[C:6]([C:8]2[O:9][CH:10]=[CH:11][CH:12]=2)[N:7]=1. (5) Reactant: O[N:2]=[C:3]([C:13]1[S:14][CH:15]=[CH:16][CH:17]=1)[CH:4]([CH3:12])[C:5](=[O:11])[C:6]([O:8][CH2:9][CH3:10])=[O:7].S(=O)(=O)(O)O.C(=O)(O)[O-].[Na+]. Product: [CH3:12][C:4]1[C:3]([C:13]2[S:14][CH:15]=[CH:16][CH:17]=2)=[N:2][O:11][C:5]=1[C:6]([O:8][CH2:9][CH3:10])=[O:7]. The catalyst class is: 8. (6) Reactant: [Cl:1][C:2]1[C:7]([F:8])=[C:6]([Cl:9])[CH:5]=[CH:4][C:3]=1[C:10]([N:12]1[CH2:17][CH2:16][NH:15][C:14](=O)[CH2:13]1)=[O:11].F[B-](F)(F)F.C([O+](CC)CC)C.[CH3:31][C:32]1[S:36][C:35]([C:37]([NH:39][NH2:40])=O)=[N:34][CH:33]=1. Product: [Cl:1][C:2]1[C:7]([F:8])=[C:6]([Cl:9])[CH:5]=[CH:4][C:3]=1[C:10]([N:12]1[CH2:17][CH2:16][N:15]2[C:37]([C:35]3[S:36][C:32]([CH3:31])=[CH:33][N:34]=3)=[N:39][N:40]=[C:14]2[CH2:13]1)=[O:11]. The catalyst class is: 4. (7) The catalyst class is: 12. Reactant: [OH:1][C:2]1[C:11]2[C:6](=[CH:7][CH:8]=[CH:9][CH:10]=2)[C@:5]([CH3:17])([CH2:12][CH2:13][CH:14]([CH3:16])[CH3:15])[C:4](=[O:18])[C:3]=1C(OCC)=O.Cl. Product: [OH:1][C:2]1[C:11]2[C:6](=[CH:7][CH:8]=[CH:9][CH:10]=2)[C@:5]([CH3:17])([CH2:12][CH2:13][CH:14]([CH3:15])[CH3:16])[C:4](=[O:18])[CH:3]=1.